This data is from Peptide-MHC class II binding affinity with 134,281 pairs from IEDB. The task is: Regression. Given a peptide amino acid sequence and an MHC pseudo amino acid sequence, predict their binding affinity value. This is MHC class II binding data. (1) The peptide sequence is GKLQIVDKIDAAFKI. The MHC is DRB1_0701 with pseudo-sequence DRB1_0701. The binding affinity (normalized) is 0.730. (2) The peptide sequence is YHFDLSGHAFGAMAKKGDEQ. The MHC is DRB1_1302 with pseudo-sequence DRB1_1302. The binding affinity (normalized) is 0.0963. (3) The peptide sequence is TFDGRGAQVYIGNGG. The MHC is HLA-DPA10201-DPB11401 with pseudo-sequence HLA-DPA10201-DPB11401. The binding affinity (normalized) is 0. (4) The MHC is DRB1_0405 with pseudo-sequence DRB1_0405. The binding affinity (normalized) is 0. The peptide sequence is VPEDPEDSALLE.